From a dataset of Reaction yield outcomes from USPTO patents with 853,638 reactions. Predict the reaction yield, written as a fraction of the theoretical maximum amount of product (1.0 means a 100% yield; for example, 0.34 means a 34% yield). (1) The reactants are [CH3:1][O:2][C:3]1[CH:8]=[CH:7][C:6]([C:9]2[S:13][C:12]([NH2:14])=[N:11][CH:10]=2)=[CH:5][CH:4]=1.[N:15]1([C:20](N2C=CN=C2)=[S:21])[CH:19]=[CH:18][N:17]=[CH:16]1. The catalyst is C(#N)C.O1CCCC1. The product is [CH3:1][O:2][C:3]1[CH:4]=[CH:5][C:6]([C:9]2[S:13][C:12]([NH:14][C:20]([N:15]3[CH:19]=[CH:18][N:17]=[CH:16]3)=[S:21])=[N:11][CH:10]=2)=[CH:7][CH:8]=1. The yield is 0.359. (2) The reactants are [OH:1][C:2]1[CH:7]=[CH:6][C:5](/[CH:8]=[CH:9]/[C:10]([O:12][CH3:13])=[O:11])=[CH:4][C:3]=1[O:14][CH3:15].[Cl:16][CH2:17][CH2:18][CH2:19][CH2:20][CH2:21][CH2:22][CH2:23][CH2:24]O.C1(P(C2C=CC=CC=2)C2C=CC=CC=2)C=CC=CC=1.C(OC(N=NC(OCC)=O)=O)C. The catalyst is O1CCCC1.C1(C)C=CC=CC=1. The product is [Cl:16][CH2:17][CH2:18][CH2:19][CH2:20][CH2:21][CH2:22][CH2:23][CH2:24][O:1][C:2]1[CH:7]=[CH:6][C:5](/[CH:8]=[CH:9]/[C:10]([O:12][CH3:13])=[O:11])=[CH:4][C:3]=1[O:14][CH3:15]. The yield is 0.900. (3) The reactants are O=[C:2]1[C:10]2[C:5](=[CH:6][C:7]([O:11][C:12]3[CH:20]=[CH:19][C:15]([C:16]([NH2:18])=[O:17])=[CH:14][CH:13]=3)=[CH:8][CH:9]=2)[CH2:4][CH2:3]1.[F:21][C:22]1[CH:23]=[C:24]([CH:28]=[CH:29][CH:30]=1)[CH2:25][CH2:26][NH2:27].[OH-].[Na+]. The catalyst is CC(O[Ti](OC(C)C)(OC(C)C)OC(C)C)C.Cl[Ti](Cl)(Cl)Cl.C1COCC1. The product is [F:21][C:22]1[CH:23]=[C:24]([CH2:25][CH2:26][NH:27][CH:2]2[C:10]3[C:5](=[CH:6][C:7]([O:11][C:12]4[CH:20]=[CH:19][C:15]([C:16]([NH2:18])=[O:17])=[CH:14][CH:13]=4)=[CH:8][CH:9]=3)[CH2:4][CH2:3]2)[CH:28]=[CH:29][CH:30]=1. The yield is 0.0600. (4) The reactants are Br[C:2]1[C:3](=[O:15])[C:4]([CH3:14])([CH3:13])[O:5][C:6]=1[C:7]1[CH:12]=[CH:11][N:10]=[CH:9][CH:8]=1.[CH3:16][C:17]1[C:18]([CH2:24][O:25][C:26]2[CH:31]=[CH:30][C:29](B3OC(C)(C)C(C)(C)O3)=[CH:28][CH:27]=2)=[N:19][CH:20]=[C:21]([CH3:23])[CH:22]=1.C([O-])([O-])=O.[Cs+].[Cs+]. The catalyst is C1(C)C=CC=CC=1.O.C1C=CC(P(C2C=CC=CC=2)[C-]2C=CC=C2)=CC=1.C1C=CC(P(C2C=CC=CC=2)[C-]2C=CC=C2)=CC=1.Cl[Pd]Cl.[Fe+2]. The product is [CH3:16][C:17]1[C:18]([CH2:24][O:25][C:26]2[CH:31]=[CH:30][C:29]([C:2]3[C:3](=[O:15])[C:4]([CH3:14])([CH3:13])[O:5][C:6]=3[C:7]3[CH:12]=[CH:11][N:10]=[CH:9][CH:8]=3)=[CH:28][CH:27]=2)=[N:19][CH:20]=[C:21]([CH3:23])[CH:22]=1. The yield is 0.240. (5) The reactants are [C:1]1([C:11]2[CH:16]=[CH:15][CH:14]=[CH:13][CH:12]=2)[CH:6]=[CH:5][C:4]([CH2:7][C:8]([OH:10])=O)=[CH:3][CH:2]=1.C(N(C(C)C)CC)(C)C.F[P-](F)(F)(F)(F)F.N1C2C=CC=C(O[P+](N3CCCC3)(N3CCCC3)N3CCCC3)C=2N=N1.C1CN([P+](ON2N=NC3C=CC=CC2=3)(N2CCCC2)N2CCCC2)CC1.F[P-](F)(F)(F)(F)F.Cl.[CH2:93]([O:100][C:101]1[CH:102]=[C:103]([CH:106]=[CH:107][CH:108]=1)[CH2:104][NH2:105])[C:94]1[CH:99]=[CH:98][CH:97]=[CH:96][CH:95]=1.Cl. The catalyst is CN(C)C=O.O. The product is [CH2:93]([O:100][C:101]1[CH:102]=[C:103]([CH:106]=[CH:107][CH:108]=1)[CH2:104][NH:105][C:8](=[O:10])[CH2:7][C:4]1[CH:3]=[CH:2][C:1]([C:11]2[CH:16]=[CH:15][CH:14]=[CH:13][CH:12]=2)=[CH:6][CH:5]=1)[C:94]1[CH:95]=[CH:96][CH:97]=[CH:98][CH:99]=1. The yield is 0.620. (6) The reactants are C([NH:8][C@@H:9]1[CH2:14][C@H:13]([C:15]2[CH:20]=[CH:19][N:18]=[CH:17][C:16]=2[N+:21]([O-])=O)[O:12][C@H:11]([CH:24]([CH3:26])[CH3:25])[CH2:10]1)C1C=CC=CC=1.[CH3:39][C:38]([O:37][C:35](O[C:35]([O:37][C:38]([CH3:41])([CH3:40])[CH3:39])=[O:36])=[O:36])([CH3:41])[CH3:40]. The catalyst is [OH-].[OH-].[Pd+2].CO. The product is [NH2:21][C:16]1[CH:17]=[N:18][CH:19]=[CH:20][C:15]=1[C@H:13]1[CH2:14][C@@H:9]([NH:8][C:35](=[O:36])[O:37][C:38]([CH3:39])([CH3:40])[CH3:41])[CH2:10][C@@H:11]([CH:24]([CH3:26])[CH3:25])[O:12]1.[NH2:21][C:16]1[CH:17]=[N:18][CH:19]=[CH:20][C:15]=1[C@@H:13]1[CH2:14][C@H:9]([NH:8][C:35](=[O:36])[O:37][C:38]([CH3:39])([CH3:40])[CH3:41])[CH2:10][C@H:11]([CH:24]([CH3:26])[CH3:25])[O:12]1. The yield is 0.230.